From a dataset of Reaction yield outcomes from USPTO patents with 853,638 reactions. Predict the reaction yield, written as a fraction of the theoretical maximum amount of product (1.0 means a 100% yield; for example, 0.34 means a 34% yield). (1) The reactants are [Br:1][C:2]1[CH:3]=[CH:4][C:5]2[O:11][CH2:10][CH2:9][N:8]([C:12]3[C:21]4[CH2:20][C:19]([CH3:23])([CH3:22])[CH2:18][CH2:17][C:16]=4[N:15]=[C:14]([CH2:24]O)[N:13]=3)[CH2:7][C:6]=2[CH:26]=1.P(Cl)(Cl)([Cl:29])=O. The catalyst is C(Cl)(Cl)Cl. The product is [Br:1][C:2]1[CH:3]=[CH:4][C:5]2[O:11][CH2:10][CH2:9][N:8]([C:12]3[C:21]4[CH2:20][C:19]([CH3:23])([CH3:22])[CH2:18][CH2:17][C:16]=4[N:15]=[C:14]([CH2:24][Cl:29])[N:13]=3)[CH2:7][C:6]=2[CH:26]=1. The yield is 0.830. (2) The reactants are [CH3:1][O:2][C:3]([C:5]1[CH:13]=[C:12]2[C:8]([C:9]([C:16]([OH:18])=O)=[CH:10][N:11]2[CH2:14][CH3:15])=[CH:7][CH:6]=1)=[O:4].C(Cl)Cl.C(Cl)(=O)C(Cl)=O.[NH4+:28].[OH-]. The catalyst is CN(C=O)C. The product is [CH3:1][O:2][C:3]([C:5]1[CH:13]=[C:12]2[C:8]([C:9]([C:16]([NH2:28])=[O:18])=[CH:10][N:11]2[CH2:14][CH3:15])=[CH:7][CH:6]=1)=[O:4]. The yield is 0.850. (3) The reactants are [Cl:1][C:2]1[CH:3]=[N:4][N:5]([CH3:16])[C:6]=1[C:7]1[CH:8]=[C:9]([C:13]([OH:15])=O)[O:10][C:11]=1[CH3:12].[NH2:17][C@@H:18]([CH2:31][C:32]1[CH:37]=[CH:36][CH:35]=[CH:34][C:33]=1[C:38]([F:41])([F:40])[F:39])[CH2:19][N:20]1[C:28](=[O:29])[C:27]2[C:22](=[CH:23][CH:24]=[CH:25][CH:26]=2)[C:21]1=[O:30].C(N(C(C)C)CC)(C)C.F[P-](F)(F)(F)(F)F.Br[P+](N1CCCC1)(N1CCCC1)N1CCCC1. The catalyst is C(Cl)Cl. The product is [Cl:1][C:2]1[CH:3]=[N:4][N:5]([CH3:16])[C:6]=1[C:7]1[CH:8]=[C:9]([C:13]([NH:17][C@@H:18]([CH2:31][C:32]2[CH:37]=[CH:36][CH:35]=[CH:34][C:33]=2[C:38]([F:41])([F:39])[F:40])[CH2:19][N:20]2[C:28](=[O:29])[C:27]3[C:22](=[CH:23][CH:24]=[CH:25][CH:26]=3)[C:21]2=[O:30])=[O:15])[O:10][C:11]=1[CH3:12]. The yield is 0.490. (4) The reactants are [CH:1]1([C:5]2[C:13]([C:14]([O:16][CH3:17])=[O:15])=[CH:12][C:8]([C:9](O)=[O:10])=[C:7]([CH2:18][CH3:19])[CH:6]=2)[CH2:4][CH2:3][CH2:2]1.CN(C(ON1N=NC2C=CC=CC1=2)=[N+](C)C)C.F[P-](F)(F)(F)(F)F.CCN(C(C)C)C(C)C.Cl.[F:54][C:55]1([C:61]2[CH:68]=[CH:67][C:64]([C:65]#[N:66])=[CH:63][CH:62]=2)[CH2:60][CH2:59][NH:58][CH2:57][CH2:56]1. The catalyst is CN(C)C=O. The product is [C:65]([C:64]1[CH:67]=[CH:68][C:61]([C:55]2([F:54])[CH2:60][CH2:59][N:58]([C:9]([C:8]3[C:7]([CH2:18][CH3:19])=[CH:6][C:5]([CH:1]4[CH2:4][CH2:3][CH2:2]4)=[C:13]([CH:12]=3)[C:14]([O:16][CH3:17])=[O:15])=[O:10])[CH2:57][CH2:56]2)=[CH:62][CH:63]=1)#[N:66]. The yield is 0.840. (5) The reactants are [Cl:1][C:2]1[CH:3]=[C:4]([CH2:14][N:15]2[C:19]([CH3:20])=[CH:18][C:17]([C:21]([O:23]CC)=[O:22])=[N:16]2)[C:5]2[O:9][C:8]([CH2:10][CH2:11][CH3:12])=[CH:7][C:6]=2[CH:13]=1.[OH-].[Na+]. The catalyst is C(O)C. The product is [Cl:1][C:2]1[CH:3]=[C:4]([CH2:14][N:15]2[C:19]([CH3:20])=[CH:18][C:17]([C:21]([OH:23])=[O:22])=[N:16]2)[C:5]2[O:9][C:8]([CH2:10][CH2:11][CH3:12])=[CH:7][C:6]=2[CH:13]=1. The yield is 0.982. (6) The reactants are [Br:1][C:2]1[N:7]=[C:6]([CH2:8]O)[CH:5]=[CH:4][CH:3]=1.CCN(S(F)(F)[F:16])CC. The yield is 0.890. The catalyst is C(Cl)Cl. The product is [Br:1][C:2]1[CH:3]=[CH:4][CH:5]=[C:6]([CH2:8][F:16])[N:7]=1. (7) The reactants are [CH:1]([C:4]1[C:5]([C:30]([C:32]2[CH:33]=[C:34]([CH:38]=[CH:39][C:40]#[N:41])[CH:35]=[CH:36][CH:37]=2)=[O:31])=[N:6][C:7]([O:20]CC2C=CC(OC)=CC=2)=[N:8][C:9]=1[O:10]CC1C=CC(OC)=CC=1)([CH3:3])[CH3:2]. The catalyst is C(#N)C. The product is [CH:1]([C:4]1[C:9](=[O:10])[NH:8][C:7](=[O:20])[NH:6][C:5]=1[C:30]([C:32]1[CH:33]=[C:34]([CH:38]=[CH:39][C:40]#[N:41])[CH:35]=[CH:36][CH:37]=1)=[O:31])([CH3:3])[CH3:2]. The yield is 0.350. (8) The reactants are [Br:1][C:2]1[CH:9]=[CH:8][CH:7]=[CH:6][C:3]=1[CH:4]=[O:5]. The catalyst is C(OCC)C. The product is [Br:1][C:2]1[CH:9]=[CH:8][CH:7]=[CH:6][C:3]=1[CH:4]([OH:5])[CH2:4][C:3]1[CH:6]=[CH:7][CH:8]=[CH:9][CH:2]=1. The yield is 0.330. (9) The reactants are [CH3:1][Si:2]([CH3:29])([CH3:28])[CH2:3][CH2:4][O:5][CH2:6][N:7]1[C:11]2[N:12]=[CH:13][N:14]=[C:15]([C:16]3[CH:17]=[N:18][N:19]([CH:21]([CH2:25][CH2:26][OH:27])[CH2:22][CH2:23][OH:24])[CH:20]=3)[C:10]=2[CH:9]=[CH:8]1.C(Cl)Cl.[CH3:33][S:34](Cl)(=[O:36])=[O:35]. The catalyst is O. The product is [CH3:33][S:34]([O:27][CH2:26][CH2:25][CH:21]([N:19]1[CH:20]=[C:16]([C:15]2[C:10]3[CH:9]=[CH:8][N:7]([CH2:6][O:5][CH2:4][CH2:3][Si:2]([CH3:1])([CH3:28])[CH3:29])[C:11]=3[N:12]=[CH:13][N:14]=2)[CH:17]=[N:18]1)[CH2:22][CH2:23][O:24][S:34]([CH3:33])(=[O:36])=[O:35])(=[O:36])=[O:35]. The yield is 0.800.